This data is from Reaction yield outcomes from USPTO patents with 853,638 reactions. The task is: Predict the reaction yield, written as a fraction of the theoretical maximum amount of product (1.0 means a 100% yield; for example, 0.34 means a 34% yield). (1) The catalyst is O. The reactants are [Cl:1][C:2]1[CH:7]=[CH:6][C:5]([OH:8])=[CH:4][CH:3]=1.[OH-].[Na+].[Cl:11][CH2:12][CH2:13][CH2:14][CH2:15]Cl.[Na+].[Cl-]. The yield is 0.810. The product is [Cl:11][CH2:12][CH2:13][CH2:14][CH2:15][O:8][C:5]1[CH:6]=[CH:7][C:2]([Cl:1])=[CH:3][CH:4]=1. (2) The reactants are [CH3:1][C@@:2]12[C@H:11]3[CH2:12][CH2:13][C@@:14]4([CH3:25])[C@H:18]([C@@H:10]3[CH2:9][CH:8]=[C:7]1[NH:6][C:5](=[O:26])[CH2:4][CH2:3]2)[CH2:17][CH:16]=[C:15]4[C:19]#[C:20][Si](C)(C)C. The catalyst is CO. The product is [C:19]([C:15]1[C@@:14]2([CH3:25])[CH2:13][CH2:12][C@H:11]3[C@H:10]([C@@H:18]2[CH2:17][CH:16]=1)[CH2:9][CH:8]=[C:7]1[C@:2]3([CH3:1])[CH2:3][CH2:4][C:5](=[O:26])[NH:6]1)#[CH:20]. The yield is 0.900. (3) The reactants are [Si:1]([O:8][C@H:9]1[C@@H:13]([O:14][Si:15]([C:18]([CH3:21])([CH3:20])[CH3:19])([CH3:17])[CH3:16])[C@H:12]([N:22]2[CH:27]=[CH:26][C:25](=[O:28])[NH:24][C:23]2=[O:29])[O:11][CH:10]1[C@H:30]([OH:62])[C@@H:31]([C:55]([O:57][C:58]([CH3:61])([CH3:60])[CH3:59])=[O:56])[NH:32][CH2:33][CH2:34][CH2:35][NH:36][C:37](=[O:54])[C@H:38]([CH2:50][CH:51]([CH3:53])[CH3:52])[NH:39]C(=O)OCC1C=CC=CC=1)([C:4]([CH3:7])([CH3:6])[CH3:5])([CH3:3])[CH3:2]. The catalyst is CO.[Pd]. The product is [NH2:39][C@@H:38]([CH2:50][CH:51]([CH3:53])[CH3:52])[C:37]([NH:36][CH2:35][CH2:34][CH2:33][NH:32][C@@H:31]([C@H:30]([CH:10]1[C@@H:9]([O:8][Si:1]([C:4]([CH3:5])([CH3:6])[CH3:7])([CH3:3])[CH3:2])[C@@H:13]([O:14][Si:15]([C:18]([CH3:19])([CH3:20])[CH3:21])([CH3:17])[CH3:16])[C@H:12]([N:22]2[CH:27]=[CH:26][C:25](=[O:28])[NH:24][C:23]2=[O:29])[O:11]1)[OH:62])[C:55]([O:57][C:58]([CH3:59])([CH3:60])[CH3:61])=[O:56])=[O:54]. The yield is 0.650. (4) The catalyst is ClCCl.C([O-])([O-])=O.[K+].[K+]. The reactants are [N:1]1[C:10]2[C:5](=[CH:6][C:7]([CH:11]=O)=[CH:8][CH:9]=2)[N:4]=[CH:3][CH:2]=1.[Br-].[O:14]1CCO[CH:15]1[CH2:19][P+](C1C=CC=CC=1)(C1C=CC=CC=1)C1C=CC=CC=1.COCCOCCN(CCOCCOC)CCOCCOC. The yield is 0.650. The product is [N:1]1[C:10]2[C:5](=[CH:6][C:7]([CH:11]=[CH:19][CH:15]=[O:14])=[CH:8][CH:9]=2)[N:4]=[CH:3][CH:2]=1. (5) The reactants are [F:1][C:2]1[C:7]([N+:8]([O-:10])=[O:9])=[CH:6][CH:5]=[CH:4][C:3]=1[CH3:11].[Br:12]N1C(=O)CCC1=O. The catalyst is C(Cl)(Cl)(Cl)Cl.C(OOC(=O)C1C=CC=CC=1)(=O)C1C=CC=CC=1. The product is [Br:12][CH2:11][C:3]1[CH:4]=[CH:5][CH:6]=[C:7]([N+:8]([O-:10])=[O:9])[C:2]=1[F:1]. The yield is 0.340.